This data is from Full USPTO retrosynthesis dataset with 1.9M reactions from patents (1976-2016). The task is: Predict the reactants needed to synthesize the given product. (1) The reactants are: [Br:1][C:2]1[CH:3]=[C:4]2[C:9](=[CH:10][CH:11]=1)[C:8]([CH2:12][N:13]1[C:19](=[O:20])[C@@H:18]([NH:21]C(=O)OC(C)(C)C)[CH2:17][O:16][C:15]3[CH:29]=[CH:30][CH:31]=[CH:32][C:14]1=3)=[C:7]([O:33][CH3:34])[CH:6]=[CH:5]2.[ClH:35]. Given the product [ClH:35].[NH2:21][C@H:18]1[CH2:17][O:16][C:15]2[CH:29]=[CH:30][CH:31]=[CH:32][C:14]=2[N:13]([CH2:12][C:8]2[C:9]3[C:4](=[CH:3][C:2]([Br:1])=[CH:11][CH:10]=3)[CH:5]=[CH:6][C:7]=2[O:33][CH3:34])[C:19]1=[O:20], predict the reactants needed to synthesize it. (2) Given the product [OH:12][C@@:13]1([C:2]#[C:1][Si:3]([CH3:6])([CH3:5])[CH3:4])[CH2:21][CH2:20][CH2:19][C@@H:18]2[C@H:14]1[CH2:15][CH2:16][N:17]2[C:22]([O:24][CH3:25])=[O:23], predict the reactants needed to synthesize it. The reactants are: [C:1]([Si:3]([CH3:6])([CH3:5])[CH3:4])#[CH:2].[Li]CCCC.[O:12]=[C:13]1[CH2:21][CH2:20][CH2:19][C@@H:18]2[C@H:14]1[CH2:15][CH2:16][N:17]2[C:22]([O:24][CH3:25])=[O:23].